Dataset: NCI-60 drug combinations with 297,098 pairs across 59 cell lines. Task: Regression. Given two drug SMILES strings and cell line genomic features, predict the synergy score measuring deviation from expected non-interaction effect. Drug 1: CC1CCC2CC(C(=CC=CC=CC(CC(C(=O)C(C(C(=CC(C(=O)CC(OC(=O)C3CCCCN3C(=O)C(=O)C1(O2)O)C(C)CC4CCC(C(C4)OC)O)C)C)O)OC)C)C)C)OC. Drug 2: C1=CC=C(C(=C1)C(C2=CC=C(C=C2)Cl)C(Cl)Cl)Cl. Cell line: OVCAR-4. Synergy scores: CSS=-0.378, Synergy_ZIP=0.129, Synergy_Bliss=-0.329, Synergy_Loewe=-0.923, Synergy_HSA=-1.14.